Predict the reaction yield, written as a fraction of the theoretical maximum amount of product (1.0 means a 100% yield; for example, 0.34 means a 34% yield). From a dataset of Reaction yield outcomes from USPTO patents with 853,638 reactions. (1) The reactants are [H-].[Na+].[Cl:3][C:4]1[N:12]=[C:11]2[C:7]([NH:8][CH:9]=[N:10]2)=[C:6]([Cl:13])[N:5]=1.[CH3:14]I.O. The catalyst is O1CCCC1. The product is [Cl:3][C:4]1[N:12]=[C:11]2[C:7]([N:8]=[CH:9][N:10]2[CH3:14])=[C:6]([Cl:13])[N:5]=1. The yield is 0.280. (2) The reactants are [Cl:1]N1C(=O)CCC1=O.[CH3:9][O:10][C:11]([C:13]1[N:14]=[C:15]2[C:20]([C:21]([F:24])([F:23])[F:22])=[CH:19][C:18]([C:25]3[CH:26]=[N:27][N:28]([C:30]([O:32][C:33]([CH3:36])([CH3:35])[CH3:34])=[O:31])[CH:29]=3)=[CH:17][N:16]2[CH:37]=1)=[O:12]. The catalyst is CN(C=O)C. The product is [CH3:9][O:10][C:11]([C:13]1[N:14]=[C:15]2[C:20]([C:21]([F:22])([F:23])[F:24])=[CH:19][C:18]([C:25]3[CH:26]=[N:27][N:28]([C:30]([O:32][C:33]([CH3:34])([CH3:36])[CH3:35])=[O:31])[CH:29]=3)=[CH:17][N:16]2[C:37]=1[Cl:1])=[O:12]. The yield is 0.870.